This data is from Reaction yield outcomes from USPTO patents with 853,638 reactions. The task is: Predict the reaction yield, written as a fraction of the theoretical maximum amount of product (1.0 means a 100% yield; for example, 0.34 means a 34% yield). The reactants are [CH3:1][C:2]1([CH3:18])[C:10]2[C:5](=[CH:6][CH:7]=[CH:8][CH:9]=2)[N:4]([CH:11]2[CH2:16][CH2:15][N:14]([CH3:17])[CH2:13][CH2:12]2)[CH2:3]1.C([O-])([O-])=O.[Ca+2].[I:24](Cl)(=O)=O.I(Cl)(=O)=O.C([N+](C)(C)C)C1C=CC=CC=1. The catalyst is C(Cl)Cl.CO. The product is [I:24][C:8]1[CH:9]=[C:10]2[C:5](=[CH:6][CH:7]=1)[N:4]([CH:11]1[CH2:16][CH2:15][N:14]([CH3:17])[CH2:13][CH2:12]1)[CH2:3][C:2]2([CH3:18])[CH3:1]. The yield is 1.00.